This data is from Microsomal clearance measurements from AstraZeneca. The task is: Regression/Classification. Given a drug SMILES string, predict its absorption, distribution, metabolism, or excretion properties. Task type varies by dataset: regression for continuous measurements (e.g., permeability, clearance, half-life) or binary classification for categorical outcomes (e.g., BBB penetration, CYP inhibition). For this dataset (clearance_microsome_az), we predict log10(clearance) (log10 of the in vitro intrinsic clearance, CLint, in uL/min per mg of human liver microsomal protein, equivalently mL/min/g; values are censored to the assay range of 3 to 150, which is 0.477 to 2.18 on this log10 scale). (1) The compound is Cc1ccc2c(n1)c(Sc1ccc(Cl)cc1)c(C)n2CC(=O)O. The log10(clearance) is 0.700. (2) The drug is CCCS(=O)(=O)N1N=Cc2cc(Cl)ccc2B1O. The log10(clearance) is 0.990. (3) The drug is COc1cccc(Nc2nc(NCC3CCCO3)c3ccccc3n2)c1. The log10(clearance) is 2.05. (4) The compound is COc1cccc2c1c(NS(=O)(=O)c1ccc(Cl)s1)nn2Cc1cccc(CNC(=O)[C@H]2COCCN2)c1. The log10(clearance) is 1.77. (5) The compound is CCN(C(=O)Cc1ccc(S(C)(=O)=O)cc1)C1CCN(CC[C@@H](c2ccccc2)c2ccc(S(C)(=O)=O)cc2)CC1. The log10(clearance) is 0.600. (6) The compound is CCOc1nc2cccc(C(=O)O)c2n1Cc1ccc(-c2ccccc2-c2nnn[nH]2)cc1. The log10(clearance) is 0.480. (7) The compound is O=C(NC[C@@H](O)CN1CCC(Oc2ccc(Cl)c(Cl)c2)CC1)c1n[nH]c2ccccc12. The log10(clearance) is 0.480. (8) The molecule is CCc1nn(C2CCCC2)c2c1CCn1c(-c3cccs3)nnc1-2. The log10(clearance) is 1.34. (9) The molecule is O=C(Cc1ccc(F)c(C(F)(F)F)c1)Nc1cccc2c(=O)n([C@@H]3CNC[C@H]3O)ccc12. The log10(clearance) is 0.900.